This data is from NCI-60 drug combinations with 297,098 pairs across 59 cell lines. The task is: Regression. Given two drug SMILES strings and cell line genomic features, predict the synergy score measuring deviation from expected non-interaction effect. (1) Drug 1: CCN(CC)CCNC(=O)C1=C(NC(=C1C)C=C2C3=C(C=CC(=C3)F)NC2=O)C. Synergy scores: CSS=7.11, Synergy_ZIP=-4.92, Synergy_Bliss=-4.93, Synergy_Loewe=-6.60, Synergy_HSA=-3.34. Cell line: MALME-3M. Drug 2: C(=O)(N)NO. (2) Drug 1: C1CC(=O)NC(=O)C1N2CC3=C(C2=O)C=CC=C3N. Drug 2: CCN(CC)CCNC(=O)C1=C(NC(=C1C)C=C2C3=C(C=CC(=C3)F)NC2=O)C. Cell line: IGROV1. Synergy scores: CSS=4.64, Synergy_ZIP=-3.22, Synergy_Bliss=-1.67, Synergy_Loewe=-1.26, Synergy_HSA=-1.33.